Task: Predict the product of the given reaction.. Dataset: Forward reaction prediction with 1.9M reactions from USPTO patents (1976-2016) (1) Given the reactants [Cl:1][C:2]1[N:7]=[N:6][C:5]([N:8]([CH3:14])[C@@H:9]2[CH2:13][CH2:12][NH:11][CH2:10]2)=[CH:4][CH:3]=1.[F:15][C:16]1[CH:24]=[CH:23][C:22]([CH:25]=[O:26])=[CH:21][C:17]=1[C:18](O)=[O:19].F[P-](F)(F)(F)(F)F.N1(OC(N(C)C)=[N+](C)C)C2C=CC=CC=2N=N1.C(N(CC)C(C)C)(C)C, predict the reaction product. The product is: [Cl:1][C:2]1[N:7]=[N:6][C:5]([N:8]([CH3:14])[C@@H:9]2[CH2:13][CH2:12][N:11]([C:18]([C:17]3[CH:21]=[C:22]([CH:23]=[CH:24][C:16]=3[F:15])[CH:25]=[O:26])=[O:19])[CH2:10]2)=[CH:4][CH:3]=1. (2) Given the reactants [O:1]1[C:10]2[C:5](=[CH:6][CH:7]=[CH:8][CH:9]=2)[CH2:4][CH:3]([C:11]([OH:13])=O)[CH2:2]1.[Br:14][C:15]1[CH:21]=[CH:20][C:18]([NH2:19])=[C:17]([O:22][CH2:23][CH2:24][N:25]([CH3:27])[CH3:26])[CH:16]=1, predict the reaction product. The product is: [CH3:26][N:25]([CH3:27])[CH2:24][CH2:23][O:22][C:17]1[CH:16]=[C:15]([Br:14])[CH:21]=[CH:20][C:18]=1[NH:19][C:11]([CH:3]1[CH2:4][C:5]2[C:10](=[CH:9][CH:8]=[CH:7][CH:6]=2)[O:1][CH2:2]1)=[O:13]. (3) The product is: [NH2:23][O:22][CH2:21][C:15]1[N:16]([CH2:17][CH:18]([CH3:20])[CH3:19])[C:12]2[C:11]3[N:10]=[CH:9][CH:8]=[CH:7][C:6]=3[N:5]=[C:4]([NH2:3])[C:13]=2[N:14]=1. Given the reactants NN.[NH2:3][C:4]1[C:13]2[N:14]=[C:15]([CH2:21][O:22][N:23]3C(=O)C4C(=CC=CC=4)C3=O)[N:16]([CH2:17][CH:18]([CH3:20])[CH3:19])[C:12]=2[C:11]2[N:10]=[CH:9][CH:8]=[CH:7][C:6]=2[N:5]=1.C(=O)([O-])[O-].[Na+].[Na+], predict the reaction product. (4) Given the reactants [CH3:1][O:2][C:3]1[CH:4]=[CH:5][C:6]2[N:14]3[C:9]([O:10][CH2:11][CH2:12][CH2:13]3)=[C:8]([CH:15]=[CH:16][N+:17]([O-:19])=[O:18])[C:7]=2[N:20]=1.C(Cl)(Cl)Cl.[BH4-].[Na+].C(O)(=O)C, predict the reaction product. The product is: [CH3:1][O:2][C:3]1[CH:4]=[CH:5][C:6]2[N:14]3[C:9]([O:10][CH2:11][CH2:12][CH2:13]3)=[C:8]([CH2:15][CH2:16][N+:17]([O-:19])=[O:18])[C:7]=2[N:20]=1. (5) Given the reactants [CH3:1][O:2][C:3]1[CH:9]=[CH:8][C:7]([C:10]2[O:14][CH:13]=[N:12][CH:11]=2)=[CH:6][C:4]=1[NH2:5].[CH3:15][C:16]1[C:20]([CH:21]=O)=[C:19]([CH3:23])[O:18][N:17]=1, predict the reaction product. The product is: [CH3:15][C:16]1[C:20]([CH2:21][NH:5][C:4]2[CH:6]=[C:7]([C:10]3[O:14][CH:13]=[N:12][CH:11]=3)[CH:8]=[CH:9][C:3]=2[O:2][CH3:1])=[C:19]([CH3:23])[O:18][N:17]=1.